This data is from Catalyst prediction with 721,799 reactions and 888 catalyst types from USPTO. The task is: Predict which catalyst facilitates the given reaction. (1) Reactant: C(N(CC)CC)C.ClC(OCC)=O.[C:14]([CH2:17][N:18]1[C:27]2[C:22](=[CH:23][CH:24]=[CH:25][CH:26]=2)[CH2:21][CH:20]([NH:28][C:29]([C:31]2[NH:35][C:34]3[S:36][C:37]([Cl:39])=[CH:38][C:33]=3[CH:32]=2)=[O:30])[C:19]1=[O:40])(O)=[O:15].[Li+].[BH4-]. Product: [Cl:39][C:37]1[S:36][C:34]2[NH:35][C:31]([C:29]([NH:28][CH:20]3[CH2:21][C:22]4[C:27](=[CH:26][CH:25]=[CH:24][CH:23]=4)[N:18]([CH2:17][CH2:14][OH:15])[C:19]3=[O:40])=[O:30])=[CH:32][C:33]=2[CH:38]=1. The catalyst class is: 1. (2) Reactant: [F:1][C:2]1[CH:3]=[C:4]([C:8]2[CH:9]=[C:10]([CH2:15][NH:16][C:17]3[C:18]([CH3:25])=[C:19]([OH:24])[CH:20]=[CH:21][C:22]=3[CH3:23])[CH:11]=[C:12]([CH3:14])[CH:13]=2)[CH:5]=[CH:6][CH:7]=1.C([O-])([O-])=O.[Cs+].[Cs+].Br[CH2:33][C:34]([O:36][CH:37]([CH3:39])[CH3:38])=[O:35].O. Product: [F:1][C:2]1[CH:3]=[C:4]([C:8]2[CH:9]=[C:10]([CH2:15][NH:16][C:17]3[C:18]([CH3:25])=[C:19]([CH:20]=[CH:21][C:22]=3[CH3:23])[O:24][CH2:33][C:34]([O:36][CH:37]([CH3:39])[CH3:38])=[O:35])[CH:11]=[C:12]([CH3:14])[CH:13]=2)[CH:5]=[CH:6][CH:7]=1. The catalyst class is: 3. (3) Reactant: [S:1](=[O:4])([OH:3])[O-:2].[Na+:5].[F:6][C:7]1[CH:15]=[C:14]2[C:10]([CH:11]=[CH:12][NH:13]2)=[CH:9][CH:8]=1. Product: [F:6][C:7]1[CH:15]=[C:14]2[C:10]([CH:11]=[C:12]([S:1]([O-:3])(=[O:2])=[O:4])[NH:13]2)=[CH:9][CH:8]=1.[Na+:5]. The catalyst class is: 97. (4) Reactant: [F:1][C:2]1[CH:7]=[CH:6][CH:5]=[CH:4][C:3]=1[S:8](Cl)(=[O:10])=[O:9].[CH3:12][N:13]1[CH2:18][CH2:17][CH:16]([C:19]2[C:27]3[C:22](=[CH:23][CH:24]=[C:25]([OH:28])[CH:26]=3)[NH:21][CH:20]=2)[CH2:15][CH2:14]1.[OH-].[Na+]. Product: [CH3:12][N:13]1[CH2:18][CH2:17][CH:16]([C:19]2[C:27]3[C:22](=[CH:23][CH:24]=[C:25]([O:28][S:8]([C:3]4[CH:4]=[CH:5][CH:6]=[CH:7][C:2]=4[F:1])(=[O:10])=[O:9])[CH:26]=3)[NH:21][CH:20]=2)[CH2:15][CH2:14]1. The catalyst class is: 1. (5) Reactant: [OH:1][C:2]([C:5]1[CH:10]=[CH:9][C:8]([C:11]2[NH:16][C:15](=[O:17])[C:14]3=[CH:18][CH:19]=[CH:20][N:13]3[N:12]=2)=[CH:7][CH:6]=1)([CH3:4])[CH3:3].[OH2:21].[C:22]1([CH3:32])C=CC(S(O)(=O)=O)=CC=1.O. Product: [OH:21][CH2:22][CH2:32][O:1][C:2]([C:5]1[CH:6]=[CH:7][C:8]([C:11]2[NH:16][C:15](=[O:17])[C:14]3=[CH:18][CH:19]=[CH:20][N:13]3[N:12]=2)=[CH:9][CH:10]=1)([CH3:4])[CH3:3]. The catalyst class is: 196. (6) Reactant: [ClH:1].C(OCC)C.[CH3:7][O:8][C:9]1[CH:14]=[CH:13][C:12]([CH2:15][CH2:16][CH2:17][N:18]2[CH2:22][CH2:21][C@@H:20]([N:23]3[C:29]4[CH:30]=[CH:31][CH:32]=[CH:33][C:28]=4[CH2:27][O:26][C:25]4[CH:34]=[CH:35][CH:36]=[CH:37][C:24]3=4)[CH2:19]2)=[CH:11][CH:10]=1. Product: [ClH:1].[CH3:7][O:8][C:9]1[CH:10]=[CH:11][C:12]([CH2:15][CH2:16][CH2:17][N:18]2[CH2:22][CH2:21][C@@H:20]([N:23]3[C:29]4[CH:30]=[CH:31][CH:32]=[CH:33][C:28]=4[CH2:27][O:26][C:25]4[CH:34]=[CH:35][CH:36]=[CH:37][C:24]3=4)[CH2:19]2)=[CH:13][CH:14]=1. The catalyst class is: 4.